From a dataset of Forward reaction prediction with 1.9M reactions from USPTO patents (1976-2016). Predict the product of the given reaction. (1) Given the reactants C([N:4]1[CH2:9][CH2:8][CH:7]([C:10]2[O:11][C:12]([C:22]3[CH:27]=[CH:26][C:25]([CH3:28])=[CH:24][CH:23]=3)=[C:13]([C:15]3[CH:20]=[CH:19][C:18]([Cl:21])=[CH:17][CH:16]=3)[N:14]=2)[CH2:6][CH2:5]1)(=O)C.[OH-].[K+].O, predict the reaction product. The product is: [Cl:21][C:18]1[CH:19]=[CH:20][C:15]([C:13]2[N:14]=[C:10]([CH:7]3[CH2:8][CH2:9][NH:4][CH2:5][CH2:6]3)[O:11][C:12]=2[C:22]2[CH:27]=[CH:26][C:25]([CH3:28])=[CH:24][CH:23]=2)=[CH:16][CH:17]=1. (2) Given the reactants C[O:2][C:3](=[O:35])[CH:4]([O:29][CH2:30][C:31]([F:34])([F:33])[F:32])[CH2:5][C:6]1[CH:11]=[CH:10][C:9]([O:12][CH2:13][CH2:14][C:15]2[CH:20]=[CH:19][C:18]([NH:21][C:22]([O:24][C:25]([CH3:28])([CH3:27])[CH3:26])=[O:23])=[CH:17][CH:16]=2)=[CH:8][CH:7]=1.[OH-].[Li+], predict the reaction product. The product is: [C:25]([O:24][C:22]([NH:21][C:18]1[CH:17]=[CH:16][C:15]([CH2:14][CH2:13][O:12][C:9]2[CH:10]=[CH:11][C:6]([CH2:5][CH:4]([O:29][CH2:30][C:31]([F:32])([F:33])[F:34])[C:3]([OH:35])=[O:2])=[CH:7][CH:8]=2)=[CH:20][CH:19]=1)=[O:23])([CH3:28])([CH3:26])[CH3:27]. (3) Given the reactants [CH2:1]([NH2:5])[CH:2]([CH3:4])[CH3:3].Cl[C:7]1[C:16]2[C:11](=[CH:12][CH:13]=[CH:14][N:15]=2)[N:10]=[CH:9][C:8]=1[N+:17]([O-:19])=[O:18].O, predict the reaction product. The product is: [CH3:3][CH:2]([CH3:4])[CH2:1][NH:5][C:7]1[C:16]2[C:11](=[CH:12][CH:13]=[CH:14][N:15]=2)[N:10]=[CH:9][C:8]=1[N+:17]([O-:19])=[O:18]. (4) Given the reactants [Cl:1][C:2]1[CH:7]=[CH:6][CH:5]=[C:4](C)[C:3]=1C.ClC1C=C(C)C(C)=CC=1.[C:19]([O-:22])(=[O:21])[CH3:20].[Na+].[Br-].[Na+].[O:26]=O, predict the reaction product. The product is: [Cl:1][C:2]1[CH:7]=[CH:6][CH:5]=[C:20]2[C:19]([O:22][C:4](=[O:26])[C:3]=12)=[O:21]. (5) Given the reactants Cl[C:2]1[N:7]=[C:6]([O:8][CH3:9])[C:5]([N+:10]([O-:12])=[O:11])=[C:4]([NH2:13])[CH:3]=1.[Cl:14][C:15]1[CH:20]=[CH:19][CH:18]=[CH:17][C:16]=1B(O)O.C(=O)([O-])[O-].[Na+].[Na+].C1(C)C=CC=CC=1, predict the reaction product. The product is: [Cl:14][C:15]1[CH:20]=[CH:19][CH:18]=[CH:17][C:16]=1[C:2]1[N:7]=[C:6]([O:8][CH3:9])[C:5]([N+:10]([O-:12])=[O:11])=[C:4]([NH2:13])[CH:3]=1. (6) Given the reactants [Cl-].O[NH3+:3].[C:4](=[O:7])([O-])[OH:5].[Na+].CS(C)=O.[CH2:13]([C:17]1[N:18]=[C:19]([CH3:48])[N:20]([C:39]2[CH:44]=[CH:43][CH:42]=[C:41]([CH:45]([CH3:47])[CH3:46])[CH:40]=2)[C:21](=[O:38])[C:22]=1[CH2:23][C:24]1[CH:29]=[CH:28][C:27]([C:30]2[C:31]([C:36]#[N:37])=[CH:32][CH:33]=[CH:34][CH:35]=2)=[CH:26][CH:25]=1)[CH2:14][CH2:15][CH3:16], predict the reaction product. The product is: [CH2:13]([C:17]1[N:18]=[C:19]([CH3:48])[N:20]([C:39]2[CH:44]=[CH:43][CH:42]=[C:41]([CH:45]([CH3:47])[CH3:46])[CH:40]=2)[C:21](=[O:38])[C:22]=1[CH2:23][C:24]1[CH:29]=[CH:28][C:27]([C:30]2[CH:35]=[CH:34][CH:33]=[CH:32][C:31]=2[C:36]2[NH:3][C:4](=[O:7])[O:5][N:37]=2)=[CH:26][CH:25]=1)[CH2:14][CH2:15][CH3:16]. (7) Given the reactants [C:1]([O:5][C:6]([N:8]1[CH2:13][C:12](=[O:14])[CH2:11][CH2:10][C@H:9]1[C:15]([OH:17])=O)=[O:7])([CH3:4])([CH3:3])[CH3:2].C(N(CC)CC)C.[CH3:25][O:26][C:27]1[N:28]=[C:29]2[C:34](=[CH:35][CH:36]=1)[N:33]=[CH:32][CH:31]=[C:30]2[NH2:37].F[P-](F)(F)(F)(F)F.Br[P+](N1CCCC1)(N1CCCC1)N1CCCC1, predict the reaction product. The product is: [CH3:25][O:26][C:27]1[N:28]=[C:29]2[C:34](=[CH:35][CH:36]=1)[N:33]=[CH:32][CH:31]=[C:30]2[NH:37][C:15]([C@@H:9]1[CH2:10][CH2:11][C:12](=[O:14])[CH2:13][N:8]1[C:6]([O:5][C:1]([CH3:2])([CH3:3])[CH3:4])=[O:7])=[O:17]. (8) Given the reactants Cl[C:2]1[N:10]=[C:9]([I:11])[N:8]=[C:7]2[C:3]=1[N:4]=[CH:5][N:6]2[CH2:12][C:13]1[CH:18]=[CH:17][C:16]([CH2:19][OH:20])=[CH:15][CH:14]=1.[NH3:21], predict the reaction product. The product is: [NH2:21][C:2]1[N:10]=[C:9]([I:11])[N:8]=[C:7]2[C:3]=1[N:4]=[CH:5][N:6]2[CH2:12][C:13]1[CH:18]=[CH:17][C:16]([CH2:19][OH:20])=[CH:15][CH:14]=1. (9) Given the reactants ClC1N=NC(NS(CC2C=C(C#N)C=CC=2Cl)(=O)=O)=C(O)C=1.[Cl:23][C:24]1[CH:25]=[C:26]([S:31]([NH:34][C:35]2[N:36]=[N:37][C:38]([Cl:43])=[CH:39][C:40]=2[O:41]C)(=[O:33])=[O:32])[CH:27]=[C:28]([F:30])[CH:29]=1.ClC1N=NC(NS(CC2C=C(C#N)C=CC=2Cl)(=O)=O)=C(OC)C=1, predict the reaction product. The product is: [Cl:23][C:24]1[CH:25]=[C:26]([S:31]([NH:34][C:35]2[N:36]=[N:37][C:38]([Cl:43])=[CH:39][C:40]=2[OH:41])(=[O:32])=[O:33])[CH:27]=[C:28]([F:30])[CH:29]=1.